Dataset: Forward reaction prediction with 1.9M reactions from USPTO patents (1976-2016). Task: Predict the product of the given reaction. (1) Given the reactants [Br:1][C:2]1[CH:3]=[CH:4][C:5]2[N:9]=[C:8]([C:10]([F:13])([F:12])[F:11])[NH:7][C:6]=2[CH:14]=1.[H-].[Na+].Br[CH2:18][C:19]1[CH:24]=[CH:23][CH:22]=[C:21]([F:25])[CH:20]=1, predict the reaction product. The product is: [Br:1][C:2]1[CH:3]=[CH:4][C:5]2[N:9]=[C:8]([C:10]([F:12])([F:13])[F:11])[N:7]([CH2:18][C:19]3[CH:24]=[CH:23][CH:22]=[C:21]([F:25])[CH:20]=3)[C:6]=2[CH:14]=1. (2) Given the reactants [F:1][C:2]([F:11])([F:10])[C:3]1[CH:4]=[C:5]([OH:9])[CH:6]=[CH:7][CH:8]=1.[CH2:12]=O.O.[CH3:15][NH:16][CH3:17], predict the reaction product. The product is: [OH:9][C:5]1[CH:4]=[C:3]([C:2]([F:10])([F:11])[F:1])[CH:8]=[CH:7][C:6]=1[CH2:15][N:16]([CH3:12])[CH3:17]. (3) Given the reactants F[C:2]1[CH:9]=[CH:8][C:5]([C:6]#[N:7])=[CH:4][CH:3]=1.[CH2:10]([NH2:17])[C:11]1[CH:16]=[CH:15][CH:14]=[CH:13][CH:12]=1, predict the reaction product. The product is: [CH2:6]([NH:7][C:14]1[CH:15]=[CH:16][C:11]([C:10]#[N:17])=[CH:12][CH:13]=1)[C:5]1[CH:8]=[CH:9][CH:2]=[CH:3][CH:4]=1. (4) The product is: [CH2:14]([C:2]1[CH:11]=[CH:10][C:5]2[C:6](=[O:9])[O:7][CH2:8][C:4]=2[CH:3]=1)[CH:13]=[CH2:12]. Given the reactants Br[C:2]1[CH:11]=[CH:10][C:5]2[C:6](=[O:9])[O:7][CH2:8][C:4]=2[CH:3]=1.[CH2:12]([Sn](CCCC)(CCCC)CCCC)[CH:13]=[CH2:14].[Cl-].[Li+], predict the reaction product. (5) Given the reactants [CH3:13][C:12]([CH3:15])([Si:11]([CH3:17])([CH3:16])[O:10][CH2:9]/[CH:8]=[CH:8]\[CH2:9][O:10][Si:11]([CH3:17])([CH3:16])[C:12]([CH3:15])([CH3:14])[CH3:13])[CH3:14].[O:21]=[O+][O-].C1C=CC(P(C2C=CC=CC=2)C2C=CC=CC=2)=CC=1, predict the reaction product. The product is: [Si:11]([O:10][CH2:9][CH:8]=[O:21])([C:12]([CH3:13])([CH3:14])[CH3:15])([CH3:16])[CH3:17].